This data is from Forward reaction prediction with 1.9M reactions from USPTO patents (1976-2016). The task is: Predict the product of the given reaction. (1) The product is: [CH3:1][C@@H:2]1[CH2:7][N:6]([C:8]2[CH:17]=[CH:16][CH:15]=[C:14]3[C:9]=2[CH:10]=[CH:11][C:12]([CH3:18])=[N:13]3)[CH2:5][CH2:4][N:3]1[CH2:19][CH2:20][C:21]1[C:30]2[O:29][CH2:28][C:27]3=[C:31]([C:34]([OH:36])=[O:35])[N:32]=[CH:33][N:26]3[C:25]=2[CH:24]=[CH:23][CH:22]=1. Given the reactants [CH3:1][C@@H:2]1[CH2:7][N:6]([C:8]2[CH:17]=[CH:16][CH:15]=[C:14]3[C:9]=2[CH:10]=[CH:11][C:12]([CH3:18])=[N:13]3)[CH2:5][CH2:4][N:3]1[CH2:19][CH2:20][C:21]1[C:30]2[O:29][CH2:28][C:27]3=[C:31]([C:34]([O:36]CC)=[O:35])[N:32]=[CH:33][N:26]3[C:25]=2[CH:24]=[CH:23][CH:22]=1.[OH-].[Na+], predict the reaction product. (2) Given the reactants Br[CH2:2][CH2:3][N:4]1[C:8]([CH2:9]Br)=[CH:7][C:6]([N+:11]([O-:13])=[O:12])=[N:5]1.[CH2:14]([NH2:16])[CH3:15], predict the reaction product. The product is: [CH2:14]([N:16]1[CH2:2][CH2:3][N:4]2[N:5]=[C:6]([N+:11]([O-:13])=[O:12])[CH:7]=[C:8]2[CH2:9]1)[CH3:15].